This data is from Peptide-MHC class II binding affinity with 134,281 pairs from IEDB. The task is: Regression. Given a peptide amino acid sequence and an MHC pseudo amino acid sequence, predict their binding affinity value. This is MHC class II binding data. (1) The peptide sequence is FKVAATAAATAPADDKFTVF. The MHC is DRB1_0401 with pseudo-sequence DRB1_0401. The binding affinity (normalized) is 0.967. (2) The peptide sequence is NGSQFFLCTAKTAWL. The MHC is DRB1_1602 with pseudo-sequence DRB1_1602. The binding affinity (normalized) is 0.554. (3) The peptide sequence is AAASVPAADKFKTFE. The MHC is DRB1_0405 with pseudo-sequence DRB1_0405. The binding affinity (normalized) is 0.162. (4) The peptide sequence is AAATAGTTVCGAFAA. The MHC is HLA-DQA10501-DQB10301 with pseudo-sequence HLA-DQA10501-DQB10301. The binding affinity (normalized) is 0.583.